From a dataset of Full USPTO retrosynthesis dataset with 1.9M reactions from patents (1976-2016). Predict the reactants needed to synthesize the given product. Given the product [CH:1]1([N:4]2[C:5]3[C:6](=[N:7][CH:8]=[C:9]([CH2:11][C:12]4[CH:17]=[CH:16][C:15]([F:18])=[CH:14][CH:13]=4)[CH:10]=3)[C:19]([OH:21])=[C:24]([C:25]([O:27][CH2:28][CH3:29])=[O:26])[C:23]2=[O:30])[CH2:3][CH2:2]1, predict the reactants needed to synthesize it. The reactants are: [CH:1]1([N:4]([C:23](=[O:30])[CH2:24][C:25]([O:27][CH2:28][CH3:29])=[O:26])[C:5]2[C:6]([C:19]([O:21]C)=O)=[N:7][CH:8]=[C:9]([CH2:11][C:12]3[CH:17]=[CH:16][C:15]([F:18])=[CH:14][CH:13]=3)[CH:10]=2)[CH2:3][CH2:2]1.[O-]CC.[Na+].